This data is from Forward reaction prediction with 1.9M reactions from USPTO patents (1976-2016). The task is: Predict the product of the given reaction. (1) The product is: [F:24][C:23]([F:26])([F:25])[C:21]1[CH:20]=[CH:19][C:18]([O:27][CH2:28][C:29]2[CH:34]=[CH:33][C:32]([F:35])=[CH:31][C:30]=2[F:36])=[C:17]([C:12]2[N:11]([C:6]3[CH:5]=[C:4]([CH:9]=[C:8]([S:45]([CH3:44])(=[O:47])=[O:46])[CH:7]=3)[C:3]([OH:2])=[O:37])[C:15]([CH3:16])=[CH:14][CH:13]=2)[CH:22]=1. Given the reactants C[O:2][C:3](=[O:37])[C:4]1[CH:9]=[C:8](N)[CH:7]=[C:6]([N:11]2[C:15]([CH3:16])=[CH:14][CH:13]=[C:12]2[C:17]2[CH:22]=[C:21]([C:23]([F:26])([F:25])[F:24])[CH:20]=[CH:19][C:18]=2[O:27][CH2:28][C:29]2[CH:34]=[CH:33][C:32]([F:35])=[CH:31][C:30]=2[F:36])[CH:5]=1.N1C=CC=CC=1.[CH3:44][S:45](Cl)(=[O:47])=[O:46], predict the reaction product. (2) Given the reactants [F-].C([N+](CCCC)(CCCC)CCCC)CCC.[Si]([O:26][C@H:27]([C@H:29]([N:36]1[CH:44]=[N:43][C:42]2[C:37]1=[N:38][CH:39]=[N:40][C:41]=2[NH2:45])[CH2:30][CH2:31][CH2:32][CH2:33][CH2:34][CH3:35])[CH3:28])(C(C)(C)C)(C)C.ClCCl.CO, predict the reaction product. The product is: [NH2:45][C:41]1[N:40]=[CH:39][N:38]=[C:37]2[C:42]=1[N:43]=[CH:44][N:36]2[C@H:29]([CH2:30][CH2:31][CH2:32][CH2:33][CH2:34][CH3:35])[C@@H:27]([OH:26])[CH3:28]. (3) Given the reactants [N:1]([CH2:4][CH:5]1[O:10][CH2:9][CH2:8][N:7]([C:11]([O:13][C:14]([CH3:17])([CH3:16])[CH3:15])=[O:12])[CH2:6]1)=[N+:2]=[N-:3].O=C1O[C@H]([C@H](CO)O)C([O-])=C1O.[Na+].[F:31][CH:32]([F:49])[C:33]1[CH:38]=[CH:37][N:36]=[C:35]([NH:39][C:40]2[CH:45]=[C:44]([CH3:46])[CH:43]=[C:42]([C:47]#[CH:48])[CH:41]=2)[N:34]=1, predict the reaction product. The product is: [C:14]([O:13][C:11]([N:7]1[CH2:8][CH2:9][O:10][CH:5]([CH2:4][N:1]2[CH:48]=[C:47]([C:42]3[CH:43]=[C:44]([CH3:46])[CH:45]=[C:40]([NH:39][C:35]4[N:34]=[C:33]([CH:32]([F:31])[F:49])[CH:38]=[CH:37][N:36]=4)[CH:41]=3)[N:3]=[N:2]2)[CH2:6]1)=[O:12])([CH3:17])([CH3:16])[CH3:15]. (4) Given the reactants [Br-].[CH3:2][O:3][CH2:4][CH2:5][CH2:6][P+](C1C=CC=CC=1)(C1C=CC=CC=1)C1C=CC=CC=1.[Br:26][C:27]1[CH:28]=[CH:29][C:30]([CH3:35])=[C:31]([CH:34]=1)[CH:32]=O.CC#N.O, predict the reaction product. The product is: [Br:26][C:27]1[CH:28]=[CH:29][C:30]([CH3:35])=[C:31]([CH:32]=[CH:6][CH2:5][CH2:4][O:3][CH3:2])[CH:34]=1. (5) Given the reactants [Cl:1][C:2]1[CH:7]=[CH:6][CH:5]=[C:4]([O:8]C)[C:3]=1[C:10]1[CH:15]=[CH:14][CH:13]=[CH:12][C:11]=1[CH3:16].C(=O)([O-])[O-].[K+].[K+], predict the reaction product. The product is: [Cl:1][C:2]1[CH:7]=[CH:6][CH:5]=[C:4]([OH:8])[C:3]=1[C:10]1[CH:15]=[CH:14][CH:13]=[CH:12][C:11]=1[CH3:16]. (6) Given the reactants [N:1]1([C:10]([O:12][C:13]([CH3:16])([CH3:15])[CH3:14])=[O:11])[C:5]2=[CH:6][N:7]=[CH:8][CH:9]=[C:4]2[CH:3]=[CH:2]1.[H][H], predict the reaction product. The product is: [N:1]1([C:10]([O:12][C:13]([CH3:16])([CH3:15])[CH3:14])=[O:11])[CH:5]2[CH2:6][NH:7][CH2:8][CH2:9][CH:4]2[CH2:3][CH2:2]1.